This data is from Reaction yield outcomes from USPTO patents with 853,638 reactions. The task is: Predict the reaction yield, written as a fraction of the theoretical maximum amount of product (1.0 means a 100% yield; for example, 0.34 means a 34% yield). The reactants are [F:1][C:2]1[CH:7]=[CH:6][C:5]([S:8]([C:11]2[N:15]([C:16]3[C:17]([F:22])=[N:18][CH:19]=[CH:20][CH:21]=3)[N:14]=[C:13]([C:23](OCC)=[O:24])[CH:12]=2)(=[O:10])=[O:9])=[CH:4][CH:3]=1.[H-].C([Al+]CC(C)C)C(C)C.Cl. The catalyst is O1CCCC1.C1(C)C=CC=CC=1. The product is [F:1][C:2]1[CH:7]=[CH:6][C:5]([S:8]([C:11]2[N:15]([C:16]3[C:17]([F:22])=[N:18][CH:19]=[CH:20][CH:21]=3)[N:14]=[C:13]([CH2:23][OH:24])[CH:12]=2)(=[O:9])=[O:10])=[CH:4][CH:3]=1. The yield is 0.890.